This data is from Peptide-MHC class I binding affinity with 185,985 pairs from IEDB/IMGT. The task is: Regression. Given a peptide amino acid sequence and an MHC pseudo amino acid sequence, predict their binding affinity value. This is MHC class I binding data. (1) The peptide sequence is QMPTAESTGM. The MHC is Mamu-A01 with pseudo-sequence Mamu-A01. The binding affinity (normalized) is 0.173. (2) The peptide sequence is LRWASGVSE. The MHC is HLA-A03:01 with pseudo-sequence HLA-A03:01. The binding affinity (normalized) is 0.0847. (3) The MHC is HLA-A26:01 with pseudo-sequence HLA-A26:01. The binding affinity (normalized) is 0. The peptide sequence is VTDVTLLMA. (4) The binding affinity (normalized) is 0.139. The peptide sequence is ISESRFQSL. The MHC is HLA-A32:01 with pseudo-sequence HLA-A32:01. (5) The peptide sequence is TPMFNDINI. The MHC is HLA-B07:02 with pseudo-sequence HLA-B07:02. The binding affinity (normalized) is 0.241. (6) The peptide sequence is FMVFLQTHI. The MHC is HLA-B07:02 with pseudo-sequence HLA-B07:02. The binding affinity (normalized) is 0.